This data is from Reaction yield outcomes from USPTO patents with 853,638 reactions. The task is: Predict the reaction yield, written as a fraction of the theoretical maximum amount of product (1.0 means a 100% yield; for example, 0.34 means a 34% yield). (1) The reactants are Br[C:2]1[C:3]([Cl:11])=[CH:4][C:5]2[CH2:9][CH2:8][O:7][C:6]=2[CH:10]=1.FC1(F)OC2C=C(C)C([C:22]3[CH:23]=[CH:24][C:25]([NH:28]C(=O)C4C=CC=CC=4F)=[N:26][CH:27]=3)=CC=2O1.[O-]P([O-])([O-])=O.[K+].[K+].[K+]. The catalyst is C(#N)C.O1CCOCC1.O.C1C=CC([P]([Pd]([P](C2C=CC=CC=2)(C2C=CC=CC=2)C2C=CC=CC=2)([P](C2C=CC=CC=2)(C2C=CC=CC=2)C2C=CC=CC=2)[P](C2C=CC=CC=2)(C2C=CC=CC=2)C2C=CC=CC=2)(C2C=CC=CC=2)C2C=CC=CC=2)=CC=1. The product is [Cl:11][C:3]1[C:2]([C:22]2[CH:23]=[CH:24][C:25]([NH2:28])=[N:26][CH:27]=2)=[CH:10][C:6]2[O:7][CH2:8][CH2:9][C:5]=2[CH:4]=1. The yield is 0.755. (2) The reactants are [NH2:1][C:2]1[CH:7]=[CH:6][C:5]([OH:8])=[CH:4][C:3]=1[Cl:9].[H-].[Na+].Cl[C:13]1[C:22]2[C:17](=[CH:18][C:19]([O:27][CH3:28])=[C:20]([C:23]([O:25][CH3:26])=[O:24])[CH:21]=2)[N:16]=[CH:15][CH:14]=1.C(OCC)(=O)C. The catalyst is CS(C)=O.O. The product is [NH2:1][C:2]1[CH:7]=[CH:6][C:5]([O:8][C:13]2[C:22]3[C:17](=[CH:18][C:19]([O:27][CH3:28])=[C:20]([C:23]([O:25][CH3:26])=[O:24])[CH:21]=3)[N:16]=[CH:15][CH:14]=2)=[CH:4][C:3]=1[Cl:9]. The yield is 0.574. (3) The reactants are [Br:1][C:2]1[CH:3]=[C:4]2[C:8](=[CH:9][CH:10]=1)[NH:7][C:6](=[O:11])[CH:5]2[C:12]1[C:13]2[C:14](=[N:19][N:20]([CH:22]3[CH2:26][CH2:25][CH2:24][CH2:23]3)[CH:21]=2)[N:15]=[C:16]([Cl:18])[N:17]=1.[C:27]([N:34](C)[CH2:35][CH2:36][NH2:37])(OC(C)(C)C)=O. The catalyst is C(O)C. The product is [ClH:18].[Br:1][C:2]1[CH:3]=[C:4]2[C:8](=[CH:9][CH:10]=1)[NH:7][C:6](=[O:11])[CH:5]2[C:12]1[C:13]2[C:14](=[N:19][N:20]([CH:22]3[CH2:26][CH2:25][CH2:24][CH2:23]3)[CH:21]=2)[N:15]=[C:16]([NH:37][CH2:36][CH2:35][NH:34][CH3:27])[N:17]=1. The yield is 0.550. (4) The reactants are [NH:1]1[CH2:5][CH2:4][CH2:3][C:2]1=[O:6].[H-].[Na+].Br[CH2:10][C:11]1[CH:16]=[CH:15][CH:14]=[C:13]([I:17])[CH:12]=1. The catalyst is CN(C=O)C.O. The product is [I:17][C:13]1[CH:12]=[C:11]([CH:16]=[CH:15][CH:14]=1)[CH2:10][N:1]1[CH2:5][CH2:4][CH2:3][C:2]1=[O:6]. The yield is 1.00. (5) The reactants are [OH:1][C@H:2]1[CH2:6][CH2:5][N:4]([C:7]2[N:8]([CH3:41])[C:9](=[O:40])[C:10]3[C:15]([C:16]4[CH:21]=[CH:20][CH:19]=[CH:18][CH:17]=4)=[C:14]([C:22]4[CH:27]=[CH:26][C:25]([C:28]5([NH:32]C(=O)OC(C)(C)C)[CH2:31][CH2:30][CH2:29]5)=[CH:24][CH:23]=4)[O:13][C:11]=3[N:12]=2)[CH2:3]1.C(O)(C(F)(F)F)=O. The catalyst is C(Cl)Cl. The product is [NH2:32][C:28]1([C:25]2[CH:26]=[CH:27][C:22]([C:14]3[O:13][C:11]4[N:12]=[C:7]([N:4]5[CH2:5][CH2:6][C@H:2]([OH:1])[CH2:3]5)[N:8]([CH3:41])[C:9](=[O:40])[C:10]=4[C:15]=3[C:16]3[CH:17]=[CH:18][CH:19]=[CH:20][CH:21]=3)=[CH:23][CH:24]=2)[CH2:31][CH2:30][CH2:29]1. The yield is 0.300. (6) The reactants are Cl[C:2]1[CH:7]=[C:6](Cl)[N:5]=[CH:4][N:3]=1.[CH:9]1[C:22]2[CH:21]=[C:20]([C:23]3[CH:24]=[C:25](B(O)O)[CH:26]=[CH:27][CH:28]=3)[C:19]3[C:14](=[CH:15][CH:16]=[CH:17][CH:18]=3)[C:13]=2[CH:12]=[CH:11][CH:10]=1.C(=O)([O-])[O-].[Na+].[Na+].[C:38](#N)[CH3:39]. The catalyst is Cl[Pd](Cl)([P](C1C=CC=CC=1)(C1C=CC=CC=1)C1C=CC=CC=1)[P](C1C=CC=CC=1)(C1C=CC=CC=1)C1C=CC=CC=1.O. The product is [CH:9]1[C:22]2[CH:21]=[C:20]([C:23]3[CH:24]=[C:25]([C:2]4[CH:7]=[C:6]([C:25]5[CH:26]=[CH:27][CH:28]=[C:23]([C:20]6[C:19]7[C:14]([C:13]8[CH:12]=[CH:11][CH:10]=[CH:9][C:39]=8[CH:38]=6)=[CH:15][CH:16]=[CH:17][CH:18]=7)[CH:24]=5)[N:5]=[CH:4][N:3]=4)[CH:26]=[CH:27][CH:28]=3)[C:19]3[C:14](=[CH:15][CH:16]=[CH:17][CH:18]=3)[C:13]=2[CH:12]=[CH:11][CH:10]=1. The yield is 0.400.